Dataset: Full USPTO retrosynthesis dataset with 1.9M reactions from patents (1976-2016). Task: Predict the reactants needed to synthesize the given product. The reactants are: [CH2:1]([C:8]1[O:9][C:10]2[CH:31]=[CH:30][CH:29]=[CH:28][C:11]=2[C:12]=1[C:13]1[CH:18]=[CH:17][C:16](B2OC(C)(C)C(C)(C)O2)=[CH:15][CH:14]=1)[C:2]1[CH:7]=[CH:6][CH:5]=[CH:4][CH:3]=1.Br[C:33]1[CH:38]=[CH:37][C:36]([C:39](=[O:51])[CH2:40][CH:41]2[C:46](=[O:47])[O:45][C:44]([CH3:49])([CH3:48])[O:43][C:42]2=[O:50])=[CH:35][CH:34]=1.P([O-])([O-])([O-])=O.[K+].[K+].[K+]. Given the product [CH2:1]([C:8]1[O:9][C:10]2[CH:31]=[CH:30][CH:29]=[CH:28][C:11]=2[C:12]=1[C:13]1[CH:14]=[CH:15][C:16]([C:33]2[CH:38]=[CH:37][C:36]([C:39](=[O:51])[CH2:40][CH:41]3[C:46](=[O:47])[O:45][C:44]([CH3:49])([CH3:48])[O:43][C:42]3=[O:50])=[CH:35][CH:34]=2)=[CH:17][CH:18]=1)[C:2]1[CH:3]=[CH:4][CH:5]=[CH:6][CH:7]=1, predict the reactants needed to synthesize it.